This data is from Peptide-MHC class I binding affinity with 185,985 pairs from IEDB/IMGT. The task is: Regression. Given a peptide amino acid sequence and an MHC pseudo amino acid sequence, predict their binding affinity value. This is MHC class I binding data. (1) The peptide sequence is FPRGQGVPI. The MHC is HLA-A02:02 with pseudo-sequence HLA-A02:02. The binding affinity (normalized) is 0.00774. (2) The peptide sequence is EDQLLPFMSDM. The MHC is H-2-Kb with pseudo-sequence H-2-Kb. The binding affinity (normalized) is 0.0112.